From a dataset of NCI-60 drug combinations with 297,098 pairs across 59 cell lines. Regression. Given two drug SMILES strings and cell line genomic features, predict the synergy score measuring deviation from expected non-interaction effect. (1) Drug 1: CCCS(=O)(=O)NC1=C(C(=C(C=C1)F)C(=O)C2=CNC3=C2C=C(C=N3)C4=CC=C(C=C4)Cl)F. Drug 2: CC12CCC(CC1=CCC3C2CCC4(C3CC=C4C5=CN=CC=C5)C)O. Cell line: DU-145. Synergy scores: CSS=9.29, Synergy_ZIP=1.29, Synergy_Bliss=12.6, Synergy_Loewe=8.60, Synergy_HSA=8.92. (2) Drug 1: CN1C(=O)N2C=NC(=C2N=N1)C(=O)N. Drug 2: C1=NC2=C(N=C(N=C2N1C3C(C(C(O3)CO)O)F)Cl)N. Cell line: LOX IMVI. Synergy scores: CSS=-5.25, Synergy_ZIP=2.46, Synergy_Bliss=0.997, Synergy_Loewe=-3.48, Synergy_HSA=-3.96. (3) Drug 1: CC1=C2C(C(=O)C3(C(CC4C(C3C(C(C2(C)C)(CC1OC(=O)C(C(C5=CC=CC=C5)NC(=O)OC(C)(C)C)O)O)OC(=O)C6=CC=CC=C6)(CO4)OC(=O)C)OC)C)OC. Drug 2: CS(=O)(=O)C1=CC(=C(C=C1)C(=O)NC2=CC(=C(C=C2)Cl)C3=CC=CC=N3)Cl. Cell line: KM12. Synergy scores: CSS=52.4, Synergy_ZIP=-0.496, Synergy_Bliss=2.05, Synergy_Loewe=-11.1, Synergy_HSA=6.59. (4) Drug 1: C1=C(C(=O)NC(=O)N1)F. Drug 2: CCCCCOC(=O)NC1=NC(=O)N(C=C1F)C2C(C(C(O2)C)O)O. Cell line: UACC62. Synergy scores: CSS=40.4, Synergy_ZIP=-3.50, Synergy_Bliss=-8.11, Synergy_Loewe=-19.0, Synergy_HSA=-8.10. (5) Drug 1: C#CCC(CC1=CN=C2C(=N1)C(=NC(=N2)N)N)C3=CC=C(C=C3)C(=O)NC(CCC(=O)O)C(=O)O. Drug 2: CC1C(C(CC(O1)OC2CC(CC3=C2C(=C4C(=C3O)C(=O)C5=CC=CC=C5C4=O)O)(C(=O)C)O)N)O. Cell line: MCF7. Synergy scores: CSS=40.4, Synergy_ZIP=-8.57, Synergy_Bliss=-9.53, Synergy_Loewe=-2.00, Synergy_HSA=-0.383. (6) Drug 1: CC1=C(C=C(C=C1)NC(=O)C2=CC=C(C=C2)CN3CCN(CC3)C)NC4=NC=CC(=N4)C5=CN=CC=C5. Drug 2: CC(C)(C#N)C1=CC(=CC(=C1)CN2C=NC=N2)C(C)(C)C#N. Cell line: MDA-MB-231. Synergy scores: CSS=1.86, Synergy_ZIP=0.956, Synergy_Bliss=2.85, Synergy_Loewe=-3.30, Synergy_HSA=-1.79.